Dataset: Reaction yield outcomes from USPTO patents with 853,638 reactions. Task: Predict the reaction yield, written as a fraction of the theoretical maximum amount of product (1.0 means a 100% yield; for example, 0.34 means a 34% yield). (1) The yield is 0.310. The product is [CH2:13]([C:17]1[N:18]=[C:19]([CH3:44])[N:20]([CH2:39][C:40]([CH3:43])([CH3:42])[CH3:41])[C:21](=[O:38])[C:22]=1[CH2:23][C:24]1[CH:29]=[CH:28][C:27]([C:30]2[CH:35]=[CH:34][CH:33]=[CH:32][C:31]=2[C:36]2[NH:3][C:4](=[O:7])[O:5][N:37]=2)=[CH:26][CH:25]=1)[CH2:14][CH2:15][CH3:16]. The catalyst is C(OCC)(=O)C. The reactants are [Cl-].O[NH3+:3].[C:4](=[O:7])([O-])[OH:5].[Na+].CS(C)=O.[CH2:13]([C:17]1[N:18]=[C:19]([CH3:44])[N:20]([CH2:39][C:40]([CH3:43])([CH3:42])[CH3:41])[C:21](=[O:38])[C:22]=1[CH2:23][C:24]1[CH:29]=[CH:28][C:27]([C:30]2[C:31]([C:36]#[N:37])=[CH:32][CH:33]=[CH:34][CH:35]=2)=[CH:26][CH:25]=1)[CH2:14][CH2:15][CH3:16]. (2) The reactants are [Cl:1][CH2:2][C:3]1[NH:7][C:6]2[CH:8]=[CH:9][CH:10]=[CH:11][C:5]=2[N:4]=1.[C:12]([O:16][C:17](O[C:17]([O:16][C:12]([CH3:15])([CH3:14])[CH3:13])=[O:18])=[O:18])([CH3:15])([CH3:14])[CH3:13]. The catalyst is ClCCl.CN(C)C1C=CN=CC=1. The product is [Cl:1][CH2:2][C:3]1[N:4]([C:17]([O:16][C:12]([CH3:15])([CH3:14])[CH3:13])=[O:18])[C:5]2[CH:11]=[CH:10][CH:9]=[CH:8][C:6]=2[N:7]=1. The yield is 0.380. (3) The reactants are C([NH:5][C:6]1[C:11]([C:12]2[N:13]([C:21]3[CH:26]=[CH:25][CH:24]=[C:23]([F:27])[C:22]=3[F:28])[C:14]3[CH:19]=[CH:18][N:17]=[CH:16][C:15]=3[N:20]=2)=[CH:10][CH:9]=[CH:8][N:7]=1)(C)(C)C.Cl.[OH-].[Na+]. The catalyst is CO. The product is [F:28][C:22]1[C:23]([F:27])=[CH:24][CH:25]=[CH:26][C:21]=1[N:13]1[C:14]2[CH:19]=[CH:18][N:17]=[CH:16][C:15]=2[N:20]=[C:12]1[C:11]1[C:6]([NH2:5])=[N:7][CH:8]=[CH:9][CH:10]=1. The yield is 0.750. (4) The reactants are [CH:1]1([O:6][C:7]2[CH:8]=[C:9]([CH:15]3[CH2:19][N:18]([CH2:20][C:21]([O-:23])=[O:22])[C:17](=[O:24])[CH2:16]3)[CH:10]=[CH:11][C:12]=2[O:13][CH3:14])[CH2:5][CH2:4][CH2:3][CH2:2]1.[OH-].[K+].Cl.O. The catalyst is CO. The product is [CH:1]1([O:6][C:7]2[CH:8]=[C:9]([CH:15]3[CH2:19][N:18]([CH2:20][C:21]([OH:23])=[O:22])[C:17](=[O:24])[CH2:16]3)[CH:10]=[CH:11][C:12]=2[O:13][CH3:14])[CH2:5][CH2:4][CH2:3][CH2:2]1. The yield is 1.00.